This data is from Forward reaction prediction with 1.9M reactions from USPTO patents (1976-2016). The task is: Predict the product of the given reaction. (1) The product is: [CH:25]1([NH:30][CH2:2][CH2:3][C:4]([NH:6][C:7]2[CH:12]=[CH:11][C:10]([NH:13][C:14]([NH:16][C:17]3[CH:22]=[N:21][CH:20]=[CH:19][N:18]=3)=[O:15])=[C:9]([O:23][CH3:24])[CH:8]=2)=[O:5])[CH2:29][CH2:28][CH2:27][CH2:26]1. Given the reactants Cl[CH2:2][CH2:3][C:4]([NH:6][C:7]1[CH:12]=[CH:11][C:10]([NH:13][C:14]([NH:16][C:17]2[CH:22]=[N:21][CH:20]=[CH:19][N:18]=2)=[O:15])=[C:9]([O:23][CH3:24])[CH:8]=1)=[O:5].[CH:25]1([NH2:30])[CH2:29][CH2:28][CH2:27][CH2:26]1, predict the reaction product. (2) Given the reactants [Br:1][C:2]1[CH:3]=[C:4]([CH2:9][C@H:10]([NH:30][C:31](=[O:37])[O:32][C:33]([CH3:36])([CH3:35])[CH3:34])[C:11]2[N:12]([CH2:22][O:23][CH2:24][CH2:25][Si:26]([CH3:29])([CH3:28])[CH3:27])[C:13]([C:16]3[CH:21]=[CH:20][CH:19]=[CH:18][CH:17]=3)=[CH:14][N:15]=2)[CH:5]=[CH:6][C:7]=1I.[C:38]([N:42]1[C:46](=[O:47])[CH:45]=[CH:44][S:43]1(=[O:49])=[O:48])([CH3:41])([CH3:40])[CH3:39].C(N(CC)CC)C.CN(C)C=O, predict the reaction product. The product is: [Br:1][C:2]1[CH:3]=[C:4]([CH2:9][C@H:10]([NH:30][C:31](=[O:37])[O:32][C:33]([CH3:36])([CH3:35])[CH3:34])[C:11]2[N:12]([CH2:22][O:23][CH2:24][CH2:25][Si:26]([CH3:29])([CH3:28])[CH3:27])[C:13]([C:16]3[CH:21]=[CH:20][CH:19]=[CH:18][CH:17]=3)=[CH:14][N:15]=2)[CH:5]=[CH:6][C:7]=1[C:44]1[S:43](=[O:48])(=[O:49])[N:42]([C:38]([CH3:40])([CH3:39])[CH3:41])[C:46](=[O:47])[CH:45]=1. (3) Given the reactants [CH:1]([C:3]1[C:11]2[C:6](=[CH:7][C:8]([C:23]#[N:24])=[C:9]([C:12]3[CH:17]=[CH:16][C:15]([C:18]4([OH:22])[CH2:21][CH2:20][CH2:19]4)=[CH:14][CH:13]=3)[CH:10]=2)[NH:5][CH:4]=1)=[O:2].CC(=CC)C.Cl([O-])=[O:31].[Na+].O.OP([O-])(O)=O.[Na+].[Cl-].[NH4+], predict the reaction product. The product is: [C:23]([C:8]1[CH:7]=[C:6]2[C:11]([C:3]([C:1]([OH:31])=[O:2])=[CH:4][NH:5]2)=[CH:10][C:9]=1[C:12]1[CH:13]=[CH:14][C:15]([C:18]2([OH:22])[CH2:21][CH2:20][CH2:19]2)=[CH:16][CH:17]=1)#[N:24].